From a dataset of Forward reaction prediction with 1.9M reactions from USPTO patents (1976-2016). Predict the product of the given reaction. Given the reactants [C:1]([C:3]1[CH:15]=[CH:14][C:6]([O:7][CH2:8][C:9]([O:11][CH2:12][CH3:13])=[O:10])=[CH:5][CH:4]=1)#[CH:2].I[C:17]1[CH:22]=[CH:21][CH:20]=[C:19]([CH3:23])[CH:18]=1, predict the reaction product. The product is: [C:19]1([CH3:23])[CH:20]=[CH:21][CH:22]=[CH:17][C:18]=1[C:2]#[C:1][C:3]1[CH:15]=[CH:14][C:6]([O:7][CH2:8][C:9]([O:11][CH2:12][CH3:13])=[O:10])=[CH:5][CH:4]=1.